Dataset: Full USPTO retrosynthesis dataset with 1.9M reactions from patents (1976-2016). Task: Predict the reactants needed to synthesize the given product. (1) Given the product [Br:17][C:4]1[C:5]([OH:6])=[C:7]([O:8][CH3:9])[CH:10]=[CH:11][C:3]=1[CH:2]=[O:1], predict the reactants needed to synthesize it. The reactants are: [O:1]=[CH:2][C:3]1[CH:11]=[CH:10][C:7]([O:8][CH3:9])=[C:5]([OH:6])[CH:4]=1.C([O-])(=O)C.[Na+].[Br:17]Br.S(=O)(O)[O-].[Na+]. (2) The reactants are: [Br:1][C:2]1[CH:7]=[CH:6][N:5]([CH2:8][CH2:9][CH2:10][CH3:11])[C:4](=[O:12])[CH:3]=1.O[C:14]1C=CN(CCC(C)C)C(=O)C=1.C(N1C=CC(O)=CC1=O)CCC.C(OC1C=CNC(=O)C=1)C1C=CC=CC=1.BrCCC(C)C. Given the product [Br:1][C:2]1[CH:7]=[CH:6][N:5]([CH2:8][CH2:9][CH:10]([CH3:14])[CH3:11])[C:4](=[O:12])[CH:3]=1, predict the reactants needed to synthesize it. (3) Given the product [ClH:28].[ClH:28].[NH2:8][CH:9]([C:21]1[CH:22]=[CH:23][C:24]([CH3:27])=[CH:25][CH:26]=1)[C:10]([O:12][C@@H:13]1[CH:18]2[CH2:17][CH2:16][N:15]([CH2:20][CH2:19]2)[CH2:14]1)=[O:11], predict the reactants needed to synthesize it. The reactants are: C(OC([NH:8][CH:9]([C:21]1[CH:26]=[CH:25][C:24]([CH3:27])=[CH:23][CH:22]=1)[C:10]([O:12][C@@H:13]1[CH:18]2[CH2:19][CH2:20][N:15]([CH2:16][CH2:17]2)[CH2:14]1)=[O:11])=O)(C)(C)C.[ClH:28].